The task is: Predict the product of the given reaction.. This data is from Forward reaction prediction with 1.9M reactions from USPTO patents (1976-2016). Given the reactants [Cl:1][C:2]1[CH:3]=[CH:4][C:5]([C:21]#[N:22])=[C:6]([C:8]2[C:13]([O:14][CH3:15])=[CH:12][N:11]([CH2:16][C:17]([OH:19])=O)[C:10](=[O:20])[CH:9]=2)[CH:7]=1.[NH2:23][C:24]1[CH:25]=[CH:26][C:27]2[N:28]([CH:30]=[C:31]([C:33]([O:35][CH2:36][CH3:37])=[O:34])[N:32]=2)[CH:29]=1, predict the reaction product. The product is: [Cl:1][C:2]1[CH:3]=[CH:4][C:5]([C:21]#[N:22])=[C:6]([C:8]2[C:13]([O:14][CH3:15])=[CH:12][N:11]([CH2:16][C:17]([NH:23][C:24]3[CH:25]=[CH:26][C:27]4[N:28]([CH:30]=[C:31]([C:33]([O:35][CH2:36][CH3:37])=[O:34])[N:32]=4)[CH:29]=3)=[O:19])[C:10](=[O:20])[CH:9]=2)[CH:7]=1.